This data is from Peptide-MHC class I binding affinity with 185,985 pairs from IEDB/IMGT. The task is: Regression. Given a peptide amino acid sequence and an MHC pseudo amino acid sequence, predict their binding affinity value. This is MHC class I binding data. (1) The peptide sequence is KYAEAFQMV. The MHC is HLA-B08:01 with pseudo-sequence HLA-B08:01. The binding affinity (normalized) is 0.213. (2) The peptide sequence is SSFDYCGTDH. The MHC is HLA-A03:01 with pseudo-sequence HLA-A03:01. The binding affinity (normalized) is 0.